From a dataset of CYP2C9 substrate classification data from Carbon-Mangels et al.. Regression/Classification. Given a drug SMILES string, predict its absorption, distribution, metabolism, or excretion properties. Task type varies by dataset: regression for continuous measurements (e.g., permeability, clearance, half-life) or binary classification for categorical outcomes (e.g., BBB penetration, CYP inhibition). Dataset: cyp2c9_substrate_carbonmangels. (1) The compound is CC(=O)Nc1ccc(O)cc1. The result is 1 (substrate). (2) The compound is CCn1cc(C(=O)O)c(=O)c2cc(F)c(N3CCNCC3)cc21. The result is 0 (non-substrate). (3) The compound is CC(C)/N=c1/cc2n(-c3ccc(Cl)cc3)c3ccccc3nc-2cc1Nc1ccc(Cl)cc1. The result is 0 (non-substrate). (4) The molecule is COc1ccc(Cc2nccc3cc(OC)c(OC)cc23)cc1OC. The result is 0 (non-substrate). (5) The compound is CCC1=C(C)CN(C(=O)NCCc2ccc(S(=O)(=O)NC(=O)NC3CCC(C)CC3)cc2)C1=O. The result is 1 (substrate). (6) The result is 0 (non-substrate). The drug is CO[C@H]1C=CO[C@@]2(C)Oc3c(C)c(O)c4c(c3C2=O)C2=NC3(CCN(CC(C)C)CC3)NC2=C(NC(=O)C(C)=CC=C[C@H](C)[C@H](O)[C@@H](C)[C@@H](O)[C@@H](C)[C@H](OC(C)=O)[C@@H]1C)C4=O.